This data is from Peptide-MHC class II binding affinity with 134,281 pairs from IEDB. The task is: Regression. Given a peptide amino acid sequence and an MHC pseudo amino acid sequence, predict their binding affinity value. This is MHC class II binding data. The peptide sequence is ARANESATILMTATP. The MHC is DRB1_0301 with pseudo-sequence DRB1_0301. The binding affinity (normalized) is 0.501.